From a dataset of Reaction yield outcomes from USPTO patents with 853,638 reactions. Predict the reaction yield, written as a fraction of the theoretical maximum amount of product (1.0 means a 100% yield; for example, 0.34 means a 34% yield). (1) The reactants are [S:1](=[O:33])(=[O:32])([O:3][CH2:4][C@@H:5]1[C@@H:12]2[C@@H:8]([O:9]C(C)(C)[O:11]2)[C@H:7]([NH:15][C:16]2[CH:21]=[C:20]([NH:22][C@@H:23]3[C:31]4[C:26](=[CH:27][CH:28]=[CH:29][CH:30]=4)[CH2:25][CH2:24]3)[N:19]=[CH:18][N:17]=2)[CH2:6]1)[NH2:2].FC(F)(F)C(O)=O.O. No catalyst specified. The product is [S:1](=[O:33])(=[O:32])([O:3][CH2:4][C@H:5]1[CH2:6][C@@H:7]([NH:15][C:16]2[CH:21]=[C:20]([NH:22][C@@H:23]3[C:31]4[C:26](=[CH:27][CH:28]=[CH:29][CH:30]=4)[CH2:25][CH2:24]3)[N:19]=[CH:18][N:17]=2)[C@H:8]([OH:9])[C@@H:12]1[OH:11])[NH2:2]. The yield is 0.490. (2) The reactants are C(N(CC)CC)C.ClC(OCC)=O.[Cl:14][C@H:15]1[C@H:19]([CH2:20]/[CH:21]=[CH:22]\[CH2:23][CH2:24][CH2:25][C:26]([OH:28])=[O:27])[C@@H:18]([CH2:29][O:30][C:31]2[CH:36]=[C:35]([Cl:37])[CH:34]=[C:33]([Cl:38])[CH:32]=2)[C@H:17]([OH:39])[CH2:16]1.O[CH2:41][CH2:42][N:43]1[CH2:48][CH2:47][O:46][CH2:45][CH2:44]1. The catalyst is C(Cl)Cl. The product is [N:43]1([CH2:42][CH2:41][O:27][C:26](=[O:28])[CH2:25][CH2:24][CH2:23]/[CH:22]=[CH:21]\[CH2:20][C@H:19]2[C@H:15]([Cl:14])[CH2:16][C@@H:17]([OH:39])[C@@H:18]2[CH2:29][O:30][C:31]2[CH:32]=[C:33]([Cl:38])[CH:34]=[C:35]([Cl:37])[CH:36]=2)[CH2:48][CH2:47][O:46][CH2:45][CH2:44]1. The yield is 0.200. (3) The reactants are [Cl-].O[NH3+:3].[C:4](=[O:7])([O-])[OH:5].[Na+].CS(C)=O.[CH2:13]([C:17]1[N:18]=[C:19]([CH3:47])[N:20]([CH2:39][C:40]2[CH:45]=[CH:44][CH:43]=[C:42]([F:46])[CH:41]=2)[C:21](=[O:38])[C:22]=1[CH2:23][C:24]1[CH:29]=[CH:28][C:27]([C:30]2[C:31]([C:36]#[N:37])=[CH:32][CH:33]=[CH:34][CH:35]=2)=[CH:26][CH:25]=1)[CH2:14][CH2:15][CH3:16]. The catalyst is C(OCC)(=O)C. The product is [CH2:13]([C:17]1[N:18]=[C:19]([CH3:47])[N:20]([CH2:39][C:40]2[CH:45]=[CH:44][CH:43]=[C:42]([F:46])[CH:41]=2)[C:21](=[O:38])[C:22]=1[CH2:23][C:24]1[CH:25]=[CH:26][C:27]([C:30]2[CH:35]=[CH:34][CH:33]=[CH:32][C:31]=2[C:36]2[NH:3][C:4](=[O:7])[O:5][N:37]=2)=[CH:28][CH:29]=1)[CH2:14][CH2:15][CH3:16]. The yield is 0.690. (4) The reactants are [CH3:1][O:2][C:3]1[CH:4]=[C:5]([NH:9][C:10]2[CH:15]=[C:14]([N:16]([CH3:18])[CH3:17])[N:13]=[C:12]([N:19]3[CH2:24][CH2:23][NH:22][CH2:21][CH2:20]3)[N:11]=2)[CH:6]=[CH:7][CH:8]=1.[S:25]1[CH:29]=[CH:28][CH:27]=[C:26]1[C:30](Cl)=[O:31].C(N(CC)CC)C. The catalyst is C(Cl)Cl. The product is [CH3:1][O:2][C:3]1[CH:4]=[C:5]([NH:9][C:10]2[CH:15]=[C:14]([N:16]([CH3:18])[CH3:17])[N:13]=[C:12]([N:19]3[CH2:24][CH2:23][N:22]([C:30]([C:26]4[S:25][CH:29]=[CH:28][CH:27]=4)=[O:31])[CH2:21][CH2:20]3)[N:11]=2)[CH:6]=[CH:7][CH:8]=1. The yield is 0.800. (5) The reactants are [CH:1]1([C:4]2[CH:30]=[CH:29][C:7]([CH2:8][O:9][C:10]3[CH:15]=[CH:14][C:13]([CH:16]4[CH2:19][N:18](C(OC(C)(C)C)=O)[CH2:17]4)=[CH:12][C:11]=3[O:27][CH3:28])=[CH:6][CH:5]=2)[CH2:3][CH2:2]1.[ClH:31].C(OCC)(=O)C. The catalyst is C(OCC)(=O)C. The product is [ClH:31].[CH:1]1([C:4]2[CH:30]=[CH:29][C:7]([CH2:8][O:9][C:10]3[CH:15]=[CH:14][C:13]([CH:16]4[CH2:19][NH:18][CH2:17]4)=[CH:12][C:11]=3[O:27][CH3:28])=[CH:6][CH:5]=2)[CH2:2][CH2:3]1. The yield is 0.540. (6) The reactants are Cl[C:2](OC(Cl)(Cl)Cl)=[O:3].[NH2:9][C:10]1[CH:18]=[CH:17][C:16]([F:19])=[CH:15][C:11]=1[C:12]([OH:14])=[O:13]. The catalyst is O1CCOCC1. The product is [F:19][C:16]1[CH:17]=[CH:18][C:10]2[NH:9][C:2](=[O:3])[O:13][C:12](=[O:14])[C:11]=2[CH:15]=1. The yield is 0.960.